Dataset: Full USPTO retrosynthesis dataset with 1.9M reactions from patents (1976-2016). Task: Predict the reactants needed to synthesize the given product. (1) Given the product [CH2:1]([N:8]1[CH2:15][CH:14]2[CH:10]([CH2:11][C:12]3[C:18]([Br:19])=[C:17]([Br:20])[S:16][C:13]=32)[CH2:9]1)[C:2]1[CH:7]=[CH:6][CH:5]=[CH:4][CH:3]=1, predict the reactants needed to synthesize it. The reactants are: [CH2:1]([N:8]1[CH2:15][CH:14]2[CH:10]([CH:11](O)[C:12]3[C:18]([Br:19])=[C:17]([Br:20])[S:16][C:13]=32)[CH2:9]1)[C:2]1[CH:7]=[CH:6][CH:5]=[CH:4][CH:3]=1.Cl[SiH](C1C=CC=CC=1)C1C=CC=CC=1.C([O-])(O)=O.[Na+]. (2) Given the product [CH3:1][O:2][C:3]1[CH:17]=[C:16]([O:18][CH3:19])[CH:15]=[CH:14][C:4]=1[CH2:5][N:6]1[CH2:10][CH2:9][C:8]([F:25])([F:11])[S:7]1(=[O:13])=[O:12], predict the reactants needed to synthesize it. The reactants are: [CH3:1][O:2][C:3]1[CH:17]=[C:16]([O:18][CH3:19])[CH:15]=[CH:14][C:4]=1[CH2:5][N:6]1[CH2:10][CH2:9][CH:8]([F:11])[S:7]1(=[O:13])=[O:12].C([Li])CCC.[F:25]NS(C1C=CC=CC=1)(=O)=O.[Cl-].[NH4+]. (3) Given the product [F:32][C:31]([F:34])([F:33])[C:29]([OH:35])=[O:30].[CH:1]1([C:4]2[NH:8][C:7]3[CH:9]=[C:10]([C:22]4[C:23]([CH3:28])=[N:24][O:25][C:26]=4[CH3:27])[CH:11]=[C:12]([C:13]4[C:14]([OH:20])=[N:15][CH:16]=[CH:17][C:18]=4[CH3:19])[C:6]=3[N:5]=2)[CH2:2][CH2:3]1, predict the reactants needed to synthesize it. The reactants are: [CH:1]1([C:4]2[NH:8][C:7]3[CH:9]=[C:10]([C:22]4[C:23]([CH3:28])=[N:24][O:25][C:26]=4[CH3:27])[CH:11]=[C:12]([C:13]4[C:14]([O:20]C)=[N:15][CH:16]=[CH:17][C:18]=4[CH3:19])[C:6]=3[N:5]=2)[CH2:3][CH2:2]1.[C:29]([OH:35])([C:31]([F:34])([F:33])[F:32])=[O:30]. (4) Given the product [CH3:17][O:16][C:13]1[CH:14]=[CH:15][C:10]([NH:1][C:2]2[CH:7]=[CH:6][C:5]([CH3:8])=[CH:4][CH:3]=2)=[CH:11][CH:12]=1, predict the reactants needed to synthesize it. The reactants are: [NH2:1][C:2]1[CH:7]=[CH:6][C:5]([CH3:8])=[CH:4][CH:3]=1.I[C:10]1[CH:15]=[CH:14][C:13]([O:16][CH3:17])=[CH:12][CH:11]=1.CC(C)([O-])C.[Na+].C1(C(C2C=CC=CC=2)=C(P(C2CCCCC2)C2CCCCC2)C)C=CC=CC=1.[Cl-].[NH4+]. (5) Given the product [C:38]([NH:32][CH2:33][CH2:34][C:35]([O:13][CH:10]1[C:11]2=[N:12][C:2]([CH3:1])=[C:3]([CH2:14][CH2:15][N:16]3[CH2:21][CH2:20][CH:19]([C:22]4[C:23]5[CH:24]=[CH:25][C:26]([F:31])=[CH:27][C:28]=5[O:29][N:30]=4)[CH2:18][CH2:17]3)[C:4](=[O:5])[N:6]2[CH2:7][CH2:8][CH2:9]1)=[O:37])(=[O:40])[C:59]([CH3:58])([CH3:54])[CH3:60], predict the reactants needed to synthesize it. The reactants are: [CH3:1][C:2]1[N:12]=[C:11]2[N:6]([CH2:7][CH2:8][CH2:9][CH:10]2[OH:13])[C:4](=[O:5])[C:3]=1[CH2:14][CH2:15][N:16]1[CH2:21][CH2:20][CH:19]([C:22]2[C:23]3[CH:24]=[CH:25][C:26]([F:31])=[CH:27][C:28]=3[O:29][N:30]=2)[CH2:18][CH2:17]1.[NH:32]([C:38]([O:40]C(C)(C)C)=O)[CH2:33][CH2:34][C:35]([OH:37])=O.C1(N=C=N[CH:54]2[CH2:59][CH2:58]CCC2)CCCCC1.[C:60](=O)(O)[O-].[Na+]. (6) Given the product [CH3:1][C:2]1([CH3:34])[CH2:10][C:9]2[N:8]([C:11]3[CH:18]=[CH:17][C:14]([C:15]([NH2:16])=[O:35])=[C:13]([NH:19][CH:20]4[CH2:25][CH2:24][O:23][CH2:22][CH2:21]4)[CH:12]=3)[N:7]=[C:6]([CH2:26][C:27]3[CH:32]=[CH:31][CH:30]=[CH:29][N:28]=3)[C:5]=2[C:4](=[O:33])[CH2:3]1, predict the reactants needed to synthesize it. The reactants are: [CH3:1][C:2]1([CH3:34])[CH2:10][C:9]2[N:8]([C:11]3[CH:18]=[CH:17][C:14]([C:15]#[N:16])=[C:13]([NH:19][CH:20]4[CH2:25][CH2:24][O:23][CH2:22][CH2:21]4)[CH:12]=3)[N:7]=[C:6]([CH2:26][C:27]3[CH:32]=[CH:31][CH:30]=[CH:29][N:28]=3)[C:5]=2[C:4](=[O:33])[CH2:3]1.[OH-:35].[Na+].OO.